Dataset: Forward reaction prediction with 1.9M reactions from USPTO patents (1976-2016). Task: Predict the product of the given reaction. (1) Given the reactants [NH2:1][CH2:2][C@H:3]1[CH2:8][CH2:7][C@H:6]([N:9]2[C:13]3=[C:14]4[S:20][CH:19]=[CH:18][C:15]4=[N:16][CH:17]=[C:12]3[N:11]=[C:10]2[CH2:21][C:22]#[N:23])[CH2:5][CH2:4]1.C(N(CC)CC)C.Cl[C:32]([O:34][CH:35]([CH3:37])[CH3:36])=[O:33], predict the reaction product. The product is: [C:22]([CH2:21][C:10]1[N:9]([C@H:6]2[CH2:7][CH2:8][C@H:3]([CH2:2][NH:1][C:32](=[O:33])[O:34][CH:35]([CH3:37])[CH3:36])[CH2:4][CH2:5]2)[C:13]2=[C:14]3[S:20][CH:19]=[CH:18][C:15]3=[N:16][CH:17]=[C:12]2[N:11]=1)#[N:23]. (2) Given the reactants [NH2:1][C@@H:2]([C:9]1[CH:14]=[CH:13][CH:12]=[CH:11][C:10]=1[F:15])[CH2:3][C:4]([O:6]CC)=[O:5].[CH3:16][C:17]([O:20][C:21](O[C:21]([O:20][C:17]([CH3:19])([CH3:18])[CH3:16])=[O:22])=[O:22])([CH3:19])[CH3:18], predict the reaction product. The product is: [C:21]([NH:1][C@@H:2]([C:9]1[CH:14]=[CH:13][CH:12]=[CH:11][C:10]=1[F:15])[CH2:3][C:4]([OH:6])=[O:5])([O:20][C:17]([CH3:19])([CH3:18])[CH3:16])=[O:22].